From a dataset of Reaction yield outcomes from USPTO patents with 853,638 reactions. Predict the reaction yield, written as a fraction of the theoretical maximum amount of product (1.0 means a 100% yield; for example, 0.34 means a 34% yield). (1) The reactants are N[CH2:2][C:3]1[C:8]([F:9])=[C:7]([F:10])C(CN)=[C:5]([F:13])[C:4]=1[F:14].[C:15]([OH:18])(=O)[CH3:16].Cl.[OH2:20]. No catalyst specified. The product is [OH:20][CH2:2][C:3]1[C:8]([F:9])=[C:7]([F:10])[C:16]([CH2:15][OH:18])=[C:5]([F:13])[C:4]=1[F:14]. The yield is 0.900. (2) The catalyst is C1COCC1. The yield is 0.970. The product is [Cl:26][C:22]1[O:23][C:19]([C:16]2[CH:15]=[CH:14][C:13]([C:12]([F:11])([F:24])[F:25])=[CH:18][CH:17]=2)=[CH:20][N:21]=1. The reactants are [Li+].C[Si]([N-][Si](C)(C)C)(C)C.[F:11][C:12]([F:25])([F:24])[C:13]1[CH:18]=[CH:17][C:16]([C:19]2[O:23][CH:22]=[N:21][CH:20]=2)=[CH:15][CH:14]=1.[Cl:26]C(Cl)(Cl)C(Cl)(Cl)Cl. (3) The reactants are [CH3:1][O:2][C:3]1[CH:4]=[C:5]2[C:10](=[CH:11][C:12]=1[O:13][CH3:14])[N:9]=[CH:8][N:7]=[C:6]2[O:15][C:16]1[CH:17]=[C:18]([CH:20]=[CH:21][CH:22]=1)[NH2:19].[F:23][C:24]([C:27]1[CH:31]=[C:30]([NH:32][C:33](=O)[O:34]C2C=CC=CC=2)[O:29][N:28]=1)([CH3:26])[CH3:25].COC1C=C2C(=CC=1OC)N=CN=C2OC1C=C(NC(NC2ON=C(C(C)C)C=2)=O)C=CC=1. No catalyst specified. The product is [CH3:1][O:2][C:3]1[CH:4]=[C:5]2[C:10](=[CH:11][C:12]=1[O:13][CH3:14])[N:9]=[CH:8][N:7]=[C:6]2[O:15][C:16]1[CH:17]=[C:18]([NH:19][C:33]([NH:32][C:30]2[O:29][N:28]=[C:27]([C:24]([F:23])([CH3:25])[CH3:26])[CH:31]=2)=[O:34])[CH:20]=[CH:21][CH:22]=1. The yield is 0.450. (4) The reactants are [N+:1]([C:4]1[CH:21]=[CH:20][C:7]([O:8][C:9]2[CH:10]=[C:11]3[C:15](=[CH:16][CH:17]=2)[C:14](=[O:18])[NH:13][C:12]3=[O:19])=[CH:6][CH:5]=1)([O-])=O. The catalyst is CC(O)=O.O.[Fe]. The product is [NH2:1][C:4]1[CH:21]=[CH:20][C:7]([O:8][C:9]2[CH:10]=[C:11]3[C:15](=[CH:16][CH:17]=2)[C:14](=[O:18])[NH:13][C:12]3=[O:19])=[CH:6][CH:5]=1. The yield is 0.750. (5) The reactants are C1[N:5]([CH2:6][O:7]CCO)[C:4]2NC(N)=[N:13][C:14](=O)[C:3]=2N=1.[C:17]1(C)[CH:22]=CC(S(O)(=O)=O)=[CH:19][CH:18]=1. The catalyst is C(O)C. The product is [NH2:13][C:14]1[CH:3]=[C:4]2[C:18]([CH2:19][C:6](=[O:7])[NH:5]2)=[CH:17][CH:22]=1. The yield is 0.720. (6) The reactants are [CH3:1][S:2][C:3]1[N:8]=[C:7]([O:9][C:10]2[CH:15]=[CH:14][C:13]([N+:16]([O-])=O)=[CH:12][CH:11]=2)[CH:6]=[CH:5][N:4]=1.C(O)C.[H][H]. The catalyst is [Pd].C1COCC1. The product is [CH3:1][S:2][C:3]1[N:8]=[C:7]([O:9][C:10]2[CH:15]=[CH:14][C:13]([NH2:16])=[CH:12][CH:11]=2)[CH:6]=[CH:5][N:4]=1. The yield is 0.960.